This data is from Full USPTO retrosynthesis dataset with 1.9M reactions from patents (1976-2016). The task is: Predict the reactants needed to synthesize the given product. (1) Given the product [CH3:24][O:25][C:26]1[CH:31]=[C:30]([C:2]2[C:3]([CH3:23])=[CH:4][CH:5]=[C:6]([NH:8][C:9]([CH:11]3[CH2:12][CH2:13]3)=[O:10])[N:7]=2)[CH:29]=[CH:28][N:27]=1, predict the reactants needed to synthesize it. The reactants are: Cl[C:2]1[N:7]=[C:6]([NH:8][C:9]([C:11]2(C3C=CC4CCOC=4C=3)[CH2:13][CH2:12]2)=[O:10])[CH:5]=[CH:4][C:3]=1[CH3:23].[CH3:24][O:25][C:26]1[CH:31]=[CH:30][C:29](B(O)O)=[CH:28][N:27]=1. (2) Given the product [CH3:27][NH:25][C:23]([C@@H:21]1[O:20][C:19](=[O:26])[N:18]([C:4]2[CH:3]=[C:2]([F:1])[C:7]([C:8]3([CH3:16])[CH2:9][N:10]([C:12]([O:14][CH3:15])=[O:13])[CH2:11]3)=[C:6]([F:17])[CH:5]=2)[CH2:22]1)=[O:24], predict the reactants needed to synthesize it. The reactants are: [F:1][C:2]1[CH:3]=[C:4]([N:18]2[CH2:22][C@H:21]([C:23]([NH2:25])=[O:24])[O:20][C:19]2=[O:26])[CH:5]=[C:6]([F:17])[C:7]=1[C:8]1([CH3:16])[CH2:11][N:10]([C:12]([O:14][CH3:15])=[O:13])[CH2:9]1.[CH3:27]N. (3) Given the product [CH2:16]([NH:2][NH:1][C:3]([C@H:5]([CH2:11][CH2:12][CH2:13][CH2:14][CH3:15])[CH2:6][N:7]([OH:10])[CH:8]=[O:9])=[O:4])[C:17]1[CH:22]=[CH:21][CH:20]=[CH:19][CH:18]=1, predict the reactants needed to synthesize it. The reactants are: [NH:1]([C:3]([C@H:5]([CH2:11][CH2:12][CH2:13][CH2:14][CH3:15])[CH2:6][N:7]([OH:10])[CH:8]=[O:9])=[O:4])[NH2:2].[CH:16](=O)[C:17]1[CH:22]=[CH:21][CH:20]=[CH:19][CH:18]=1.CN(C1C=CC(N=NC2C=CC(S(O)(=O)=O)=CC=2)=CC=1)C.Cl.C([BH3-])#N.[Na+].C(=O)(O)[O-].[Na+]. (4) The reactants are: O[C:2]1[CH:9]=[CH:8][CH:7]=[CH:6][C:3]=1[CH:4]=[O:5].[CH3:10][C:11]([CH3:13])=[O:12].[OH-].[Na+]. Given the product [OH:5][C:4]([C:3]1[CH:6]=[CH:7][CH:8]=[CH:9][CH:2]=1)=[CH:10][C:11](=[O:12])[CH:13]=[CH:4][C:3]1[CH:6]=[CH:7][CH:8]=[CH:9][CH:2]=1, predict the reactants needed to synthesize it. (5) Given the product [CH2:32]([O:31][CH2:30][CH2:29][N:26]1[CH2:27][CH2:28][C:23]([CH2:22][NH:21][CH2:20][CH:19]([C:14]2[CH:15]=[CH:16][C:17]([OH:51])=[C:18]3[C:13]=2[CH:12]=[CH:11][C:10](=[O:48])[NH:9]3)[O:40][Si:41]([C:44]([CH3:47])([CH3:45])[CH3:46])([CH3:42])[CH3:43])([OH:39])[CH2:24][CH2:25]1)[C:33]1[CH:38]=[CH:37][CH:36]=[CH:35][CH:34]=1, predict the reactants needed to synthesize it. The reactants are: C(O[N:9]1[C:18]2[C:13](=[C:14]([CH:19]([O:40][Si:41]([C:44]([CH3:47])([CH3:46])[CH3:45])([CH3:43])[CH3:42])[CH2:20][NH:21][CH2:22][C:23]3([OH:39])[CH2:28][CH2:27][N:26]([CH2:29][CH2:30][O:31][CH2:32][C:33]4[CH:38]=[CH:37][CH:36]=[CH:35][CH:34]=4)[CH2:25][CH2:24]3)[CH:15]=[CH:16][CH:17]=2)[CH:12]=[CH:11][C:10]1=[O:48])C1C=CC=CC=1.C([OH:51])C.